This data is from Catalyst prediction with 721,799 reactions and 888 catalyst types from USPTO. The task is: Predict which catalyst facilitates the given reaction. (1) Reactant: Br[C:2]1[CH:3]=[C:4]2[C:10]([CH3:11])=[C:9]([CH3:12])[NH:8][C:5]2=[N:6][CH:7]=1.CC([O-])=O.[K+].[B:18]1([B:18]2[O:22][C:21]([CH3:24])([CH3:23])[C:20]([CH3:26])([CH3:25])[O:19]2)[O:22][C:21]([CH3:24])([CH3:23])[C:20]([CH3:26])([CH3:25])[O:19]1. Product: [CH3:12][C:9]1[NH:8][C:5]2=[N:6][CH:7]=[C:2]([B:18]3[O:22][C:21]([CH3:24])([CH3:23])[C:20]([CH3:26])([CH3:25])[O:19]3)[CH:3]=[C:4]2[C:10]=1[CH3:11]. The catalyst class is: 151. (2) Reactant: [Br:1][C:2]1[CH:11]=[CH:10][C:5]([C:6]([O:8][CH3:9])=[O:7])=[CH:4][C:3]=1[OH:12].C([O-])([O-])=O.[K+].[K+].Br[CH2:20][CH2:21][OH:22]. Product: [Br:1][C:2]1[CH:11]=[CH:10][C:5]([C:6]([O:8][CH3:9])=[O:7])=[CH:4][C:3]=1[O:12][CH2:20][CH2:21][OH:22]. The catalyst class is: 303. (3) Reactant: [CH2:1]([O:8][C:9]([C:11]1[CH:20]=[CH:19][C:18]2[C:13](=[CH:14][CH:15]=[C:16]([C:21](O)=[O:22])[CH:17]=2)[CH:12]=1)=[O:10])[C:2]1[CH:7]=[CH:6][CH:5]=[CH:4][CH:3]=1.B.C1COCC1. Product: [CH2:1]([O:8][C:9]([C:11]1[CH:20]=[CH:19][C:18]2[C:13](=[CH:14][CH:15]=[C:16]([CH2:21][OH:22])[CH:17]=2)[CH:12]=1)=[O:10])[C:2]1[CH:3]=[CH:4][CH:5]=[CH:6][CH:7]=1. The catalyst class is: 1. (4) Reactant: C([O:3][C:4](=[O:18])[C:5]([NH:7][C:8]1[CH:9]=[C:10]2[C:14](=[CH:15][CH:16]=1)[NH:13][C:12](=[O:17])[CH2:11]2)=[O:6])C.[OH-].[K+]. Product: [O:17]=[C:12]1[CH2:11][C:10]2[C:14](=[CH:15][CH:16]=[C:8]([NH:7][C:5](=[O:6])[C:4]([OH:18])=[O:3])[CH:9]=2)[NH:13]1. The catalyst class is: 6. (5) Reactant: [N+:1]([C:4]1[CH:13]=[C:12]2[C:7]([CH2:8][CH2:9][CH2:10][O:11]2)=[CH:6][C:5]=1[NH:14]C(=O)C)([O-:3])=[O:2].[CH]Cl.N. Product: [N+:1]([C:4]1[CH:13]=[C:12]2[C:7]([CH2:8][CH2:9][CH2:10][O:11]2)=[CH:6][C:5]=1[NH2:14])([O-:3])=[O:2]. The catalyst class is: 14. (6) Reactant: [F:1][C:2]1[CH:7]=[C:6]([C:8]([OH:10])=O)[CH:5]=[CH:4][N:3]=1.C(N1C=CN=C1)(N1C=CN=C1)=O.[Mg+].[C:24]([O:30][CH2:31][CH3:32])(=[O:29])[CH2:25]C([O-])=O.Cl. Product: [F:1][C:2]1[CH:7]=[C:6]([C:8](=[O:10])[CH2:25][C:24]([O:30][CH2:31][CH3:32])=[O:29])[CH:5]=[CH:4][N:3]=1. The catalyst class is: 7. (7) Reactant: [CH3:1][O:2][C:3]1[N:8]=[CH:7][C:6](N)=[CH:5][C:4]=1[CH3:10].[N+]([O-])(O)=O.[OH-].[Na+]. Product: [CH3:1][O:2][C:3]1[C:4]([CH3:10])=[CH:5][CH:6]=[CH:7][N:8]=1. The catalyst class is: 15. (8) Reactant: [Cl:1][C:2]1[CH:7]=[CH:6][N:5]=[C:4]2[C:8]([C:11](=[O:15])[C:12]([OH:14])=O)=[CH:9][NH:10][C:3]=12.[C:16]1([C:22](=[C:25]2[CH2:30][CH2:29][NH:28][CH2:27][CH2:26]2)[C:23]#[N:24])[CH:21]=[CH:20][CH:19]=[CH:18][CH:17]=1.CCOP(ON1N=NC2C=CC=CC=2C1=O)(OCC)=O.C(N(C(C)C)C(C)C)C. Product: [Cl:1][C:2]1[CH:7]=[CH:6][N:5]=[C:4]2[C:8]([C:11](=[O:15])[C:12]([N:28]3[CH2:27][CH2:26][C:25](=[C:22]([C:16]4[CH:21]=[CH:20][CH:19]=[CH:18][CH:17]=4)[C:23]#[N:24])[CH2:30][CH2:29]3)=[O:14])=[CH:9][NH:10][C:3]=12. The catalyst class is: 3. (9) Reactant: [Br:1][C:2]1[CH:9]=[CH:8][C:5]([CH:6]=[O:7])=[CH:4][CH:3]=1.[CH2:10](O)[CH2:11][OH:12].C(=O)(O)[O-].[Na+]. Product: [Br:1][C:2]1[CH:9]=[CH:8][C:5]([CH:6]2[O:12][CH2:11][CH2:10][O:7]2)=[CH:4][CH:3]=1. The catalyst class is: 743.